Dataset: Reaction yield outcomes from USPTO patents with 853,638 reactions. Task: Predict the reaction yield, written as a fraction of the theoretical maximum amount of product (1.0 means a 100% yield; for example, 0.34 means a 34% yield). (1) The product is [C:1]([CH2:3][NH:4][C:5]([C:7]1[C:11]([NH:12][C:13]([C:15]2[CH:20]=[CH:19][CH:18]=[CH:17][N:16]=2)=[O:14])=[CH:10][NH:9][N:8]=1)=[O:6])#[N:2]. The yield is 0.920. The reactants are [C:1]([CH2:3][NH:4][C:5]([C:7]1[C:11]([NH:12][C:13]([C:15]2[CH:20]=[CH:19][CH:18]=[CH:17][N:16]=2)=[O:14])=[CH:10][N:9](C2CCCCO2)[N:8]=1)=[O:6])#[N:2].O.C1(C)C=CC(S(O)(=O)=O)=CC=1.C(O)C.C(=O)([O-])O.[Na+]. The catalyst is C(Cl)(Cl)Cl. (2) The reactants are O[CH2:2][CH2:3][N:4]([C:18]([C:20]1[NH:24][C:23]([CH3:25])=[N:22][CH:21]=1)=[O:19])[CH:5]1[CH2:10][CH2:9][N:8]([C:11]([O:13][C:14]([CH3:17])([CH3:16])[CH3:15])=[O:12])[CH2:7][CH2:6]1.C(N(CC)CC)C.CS(Cl)(=O)=O.C(Cl)(Cl)Cl. The catalyst is C1COCC1.O. The product is [CH3:25][C:23]1[N:24]2[CH2:2][CH2:3][N:4]([CH:5]3[CH2:6][CH2:7][N:8]([C:11]([O:13][C:14]([CH3:17])([CH3:15])[CH3:16])=[O:12])[CH2:9][CH2:10]3)[C:18](=[O:19])[C:20]2=[CH:21][N:22]=1. The yield is 0.440. (3) The reactants are C1COCC1.C1(P(C2C=CC=CC=2)CCP(C2C=CC=CC=2)C2C=CC=CC=2)C=CC=CC=1.[C:34]([O:38][C:39](=[O:48])[NH:40][CH2:41][CH:42]=[CH:43][Si](C)(C)C)([CH3:37])([CH3:36])[CH3:35].I[C:50]1[CH:68]=[CH:67][C:53]([O:54][CH2:55][C:56]2[C:65]3[C:60](=[CH:61][CH:62]=[CH:63][CH:64]=3)[N:59]=[C:58]([CH3:66])[CH:57]=2)=[CH:52][CH:51]=1. The catalyst is C1C=CC=CC=1.CCOCC.CC([O-])=O.CC([O-])=O.[Pd+2]. The product is [C:34]([O:38][C:39](=[O:48])[NH:40][CH2:41][C:42]([C:50]1[CH:68]=[CH:67][C:53]([O:54][CH2:55][C:56]2[C:65]3[C:60](=[CH:61][CH:62]=[CH:63][CH:64]=3)[N:59]=[C:58]([CH3:66])[CH:57]=2)=[CH:52][CH:51]=1)=[CH2:43])([CH3:37])([CH3:36])[CH3:35]. The yield is 0.148. (4) The product is [C:5]([O:10][CH:9]1[O:11][C@H:12]([CH2:17][O:18][C:23](=[O:25])[CH3:24])[C@@H:13]([O:16][C:12](=[O:11])[CH3:13])[C@H:14]([O:15][C:9](=[O:10])[CH3:8])[C@@H:8]1[NH:7][C:5](=[O:6])[CH2:4][N:1]=[N+:2]=[N-:3])(=[O:6])[CH3:4]. The reactants are [N:1]([CH2:4][C:5]([NH:7][C@H:8]1[C@@H:14]([OH:15])[C@H:13]([OH:16])[C@@H:12]([CH2:17][OH:18])[O:11][CH:9]1[OH:10])=[O:6])=[N+:2]=[N-:3].C(O[C:23](=[O:25])[CH3:24])(=O)C. The yield is 0.950. The catalyst is N1C=CC=CC=1.CN(C1C=CN=CC=1)C.C(Cl)Cl. (5) The reactants are [Cl:1][C:2]1[CH:7]=[CH:6][CH:5]=[CH:4][C:3]=1[S:8]([NH:11][C:12]1[C:17]([C:18]2[CH:23]=[CH:22][C:21]([CH2:24]Cl)=[CH:20][CH:19]=2)=[N:16][CH:15]=[CH:14][N:13]=1)(=[O:10])=[O:9].[NH:26]1[C:34]2[C:29](=[CH:30][CH:31]=[CH:32][CH:33]=2)[CH:28]=[CH:27]1. No catalyst specified. The product is [Cl:1][C:2]1[CH:7]=[CH:6][CH:5]=[CH:4][C:3]=1[S:8]([NH:11][C:12]1[C:17]([C:18]2[CH:19]=[CH:20][C:21]([CH2:24][N:26]3[C:34]4[C:29](=[CH:30][CH:31]=[CH:32][CH:33]=4)[CH:28]=[CH:27]3)=[CH:22][CH:23]=2)=[N:16][CH:15]=[CH:14][N:13]=1)(=[O:10])=[O:9]. The yield is 0.710. (6) The yield is 0.510. The catalyst is C(Cl)Cl. The product is [CH2:1]([O:8][CH2:9][CH2:10][CH2:11][O:12][C:13]1[CH:20]=[C:19]([Cl:21])[CH:18]=[C:15]([CH:16]=[O:17])[C:14]=1[O:22][S:30]([C:33]([F:36])([F:35])[F:34])(=[O:31])=[O:29])[C:2]1[CH:3]=[CH:4][CH:5]=[CH:6][CH:7]=1. The reactants are [CH2:1]([O:8][CH2:9][CH2:10][CH2:11][O:12][C:13]1[C:14]([OH:22])=[C:15]([CH:18]=[C:19]([Cl:21])[CH:20]=1)[CH:16]=[O:17])[C:2]1[CH:7]=[CH:6][CH:5]=[CH:4][CH:3]=1.N1C=CC=CC=1.[O:29](S(C(F)(F)F)(=O)=O)[S:30]([C:33]([F:36])([F:35])[F:34])(=O)=[O:31]. (7) The reactants are [Cl:1][C:2]1[CH:7]=[C:6]([C:8]2[CH:13]=[CH:12][CH:11]=[CH:10][C:9]=2[O:14][CH3:15])[N:5]=[C:4](C(O)=O)[CH:3]=1.C1C=CC(P(N=[N+]=[N-])(C2C=CC=CC=2)=[O:26])=CC=1.C([N:38]([CH2:41]C)CC)C.[C:43]([OH:47])([CH3:46])([CH3:45])[CH3:44]. The catalyst is C1(C)C=CC=CC=1. The product is [C:43]([O:47][C:41](=[O:26])[NH:38][C:4]1[CH:3]=[C:2]([Cl:1])[CH:7]=[C:6]([C:8]2[CH:13]=[CH:12][CH:11]=[CH:10][C:9]=2[O:14][CH3:15])[N:5]=1)([CH3:46])([CH3:45])[CH3:44]. The yield is 0.860. (8) The reactants are [CH2:1]([O:3][CH:4]([O:23][CH2:24][CH3:25])[C:5]1[CH:22]=[CH:21][C:8](/[CH:9]=[N:10]/[C:11]2[CH:19]=[CH:18][CH:17]=[C:16]3[C:12]=2[CH2:13][O:14][C:15]3=[O:20])=[CH:7][CH:6]=1)[CH3:2].[F:26][C:27]1[CH:34]=[CH:33][C:30]([CH:31]=O)=[CH:29][CH:28]=1.[O-][CH2:36][CH3:37].[Na+].C(OCC)(=[O:42])CC. No catalyst specified. The product is [CH2:1]([O:3][CH:4]([O:23][CH2:24][CH3:25])[C:5]1[CH:22]=[CH:21][C:8]([CH:9]2[CH:31]([C:30]3[CH:33]=[CH:34][C:27]([F:26])=[CH:28][CH:29]=3)[C:13](=[O:42])[C:12]3[C:16]([C:15]([O:14][CH2:36][CH3:37])=[O:20])=[CH:17][CH:18]=[CH:19][C:11]=3[NH:10]2)=[CH:7][CH:6]=1)[CH3:2]. The yield is 0.260.